From a dataset of Catalyst prediction with 721,799 reactions and 888 catalyst types from USPTO. Predict which catalyst facilitates the given reaction. (1) Reactant: [F:1][C:2]1[CH:7]=[C:6]([F:8])[CH:5]=[CH:4][C:3]=1[N:9]1[C:16]2[C@H:15]3[CH2:17][C@H:14]3[CH2:13][C:12]=2[C:11]([C:18](O)=[O:19])=[N:10]1.CN(C(ON1N=NC2C=CC=NC1=2)=[N+](C)C)C.F[P-](F)(F)(F)(F)F.C(N(CC)CC)C.[NH2:52][C@@H:53]([C:57]1[CH:62]=[CH:61][C:60]([F:63])=[CH:59][CH:58]=1)[CH2:54][CH2:55][OH:56]. Product: [F:63][C:60]1[CH:59]=[CH:58][C:57]([C@H:53]([NH:52][C:18]([C:11]2[C:12]3[CH2:13][C@@H:14]4[CH2:17][C@@H:15]4[C:16]=3[N:9]([C:3]3[CH:4]=[CH:5][C:6]([F:8])=[CH:7][C:2]=3[F:1])[N:10]=2)=[O:19])[CH2:54][CH2:55][OH:56])=[CH:62][CH:61]=1. The catalyst class is: 3. (2) Reactant: C1(P(C2C=CC=CC=2)C2C=CC=CC=2)C=CC=CC=1.C1COCC1.[F:25][C:26]1[CH:52]=[CH:51][C:29]([CH2:30][O:31][C:32]2[CH:37]=[CH:36][N:35]([C:38]3[CH:43]=[CH:42][C:41]([O:44][CH2:45][CH2:46][N:47]=[N+]=[N-])=[CH:40][CH:39]=3)[C:34](=[O:50])[CH:33]=2)=[CH:28][CH:27]=1.Cl. Product: [F:25][C:26]1[CH:27]=[CH:28][C:29]([CH2:30][O:31][C:32]2[CH:37]=[CH:36][N:35]([C:38]3[CH:43]=[CH:42][C:41]([O:44][CH2:45][CH2:46][NH2:47])=[CH:40][CH:39]=3)[C:34](=[O:50])[CH:33]=2)=[CH:51][CH:52]=1. The catalyst class is: 6. (3) Reactant: [CH:1]1([CH2:6][NH:7][C:8]([C:10]2[C:11]([C:17]([F:20])([F:19])[F:18])=[N:12][C:13](Cl)=[N:14][CH:15]=2)=[O:9])[CH2:5][CH2:4][CH2:3][CH2:2]1.[Cl:21][C:22]1[CH:28]=[CH:27][C:26]([F:29])=[CH:25][C:23]=1[NH2:24]. Product: [CH:1]1([CH2:6][NH:7][C:8]([C:10]2[C:11]([C:17]([F:20])([F:19])[F:18])=[N:12][C:13]([NH:24][C:23]3[CH:25]=[C:26]([F:29])[CH:27]=[CH:28][C:22]=3[Cl:21])=[N:14][CH:15]=2)=[O:9])[CH2:5][CH2:4][CH2:3][CH2:2]1. The catalyst class is: 12. (4) Product: [Br:11][C:6]1[C:5]2[CH:7]=[CH:8][CH:9]=[CH:10][C:4]=2[S:3][C:2]=1[CH3:1]. Reactant: [CH3:1][C:2]1[S:3][C:4]2[CH:10]=[CH:9][CH:8]=[CH:7][C:5]=2[CH:6]=1.[Br:11]Br. The catalyst class is: 15.